This data is from Caco-2 cell permeability data measuring drug intestinal absorption for ~900 compounds. The task is: Regression/Classification. Given a drug SMILES string, predict its absorption, distribution, metabolism, or excretion properties. Task type varies by dataset: regression for continuous measurements (e.g., permeability, clearance, half-life) or binary classification for categorical outcomes (e.g., BBB penetration, CYP inhibition). For this dataset (caco2_wang), we predict Y. (1) The compound is CC(C)NS(=O)(=O)n1c(N)nc2ccc(C(C(N)=O)c3cc(F)ccc3F)cc21. The Y is -4.54 log Papp (cm/s). (2) The compound is N[C@@H](C(=O)N[C@@H]1C(=O)N2C(C(=O)O)=C(Cl)CC[C@H]12)c1ccccc1.O. The Y is -7.34 log Papp (cm/s). (3) The molecule is NC(N)=N/N=C/c1c(Cl)cccc1Cl. The Y is -4.36 log Papp (cm/s). (4) The compound is C[C@@H]1[C@H]2C3=CC[C@@H]4[C@@]5(C)CC[C@H](O)C(C)(C)[C@@H]5CC[C@@]4(C)[C@]3(C)CC[C@@]2(C(=O)O)CC[C@H]1C. The Y is -5.55 log Papp (cm/s).